Dataset: Forward reaction prediction with 1.9M reactions from USPTO patents (1976-2016). Task: Predict the product of the given reaction. (1) Given the reactants [CH3:1][C:2]1([C:7]2[O:11][C:10]([CH2:12][N:13]3[CH:17]=[CH:16][C:15]([NH2:18])=[N:14]3)=[CH:9][CH:8]=2)[O:6]CCO1.[C:19]1([CH3:33])[CH:24]=[CH:23][C:22]([C:25]2[O:29][CH:28]=[N:27][C:26]=2[C:30](O)=[O:31])=[CH:21][CH:20]=1, predict the reaction product. The product is: [C:2]([C:7]1[O:11][C:10]([CH2:12][N:13]2[CH:17]=[CH:16][C:15]([NH:18][C:30]([C:26]3[N:27]=[CH:28][O:29][C:25]=3[C:22]3[CH:23]=[CH:24][C:19]([CH3:33])=[CH:20][CH:21]=3)=[O:31])=[N:14]2)=[CH:9][CH:8]=1)(=[O:6])[CH3:1]. (2) Given the reactants [F:1][C:2]([S:5][C:6]1[CH:11]=[CH:10][CH:9]=[CH:8][C:7]=1[C:12]#[C:13][C:14]1[CH:19]=[CH:18][CH:17]=[CH:16][CH:15]=1)([F:4])[F:3].[F:20][C:21]([F:27])([F:26])[S:22]([OH:25])(=[O:24])=[O:23].CCOCC, predict the reaction product. The product is: [F:20][C:21]([F:27])([F:26])[S:22]([O-:25])(=[O:24])=[O:23].[F:1][C:2]([F:4])([F:3])[S+:5]1[C:13]([C:14]2[CH:19]=[CH:18][CH:17]=[CH:16][CH:15]=2)=[CH:12][C:7]2[CH:8]=[CH:9][CH:10]=[CH:11][C:6]1=2.